This data is from Full USPTO retrosynthesis dataset with 1.9M reactions from patents (1976-2016). The task is: Predict the reactants needed to synthesize the given product. The reactants are: [C:1]([C@@H:4]([N:8]([C:27](=[O:32])[CH2:28][CH2:29][CH2:30][CH3:31])[CH2:9][C:10]1[CH:15]=[CH:14][C:13]([C:16]2[CH:21]=[CH:20][CH:19]=[CH:18][C:17]=2[C:22]2[NH:26][N:25]=[N:24][N:23]=2)=[CH:12][CH:11]=1)[CH:5]([CH3:7])[CH3:6])([OH:3])=[O:2].[OH-].[Mg+2:34].[OH-].CO. Given the product [Mg:34].[C:1]([C@@H:4]([N:8]([C:27](=[O:32])[CH2:28][CH2:29][CH2:30][CH3:31])[CH2:9][C:10]1[CH:11]=[CH:12][C:13]([C:16]2[CH:21]=[CH:20][CH:19]=[CH:18][C:17]=2[C:22]2[NH:23][N:24]=[N:25][N:26]=2)=[CH:14][CH:15]=1)[CH:5]([CH3:6])[CH3:7])([OH:3])=[O:2], predict the reactants needed to synthesize it.